Dataset: Catalyst prediction with 721,799 reactions and 888 catalyst types from USPTO. Task: Predict which catalyst facilitates the given reaction. (1) Reactant: [CH3:1][C:2]1[O:6][N:5]=[C:4]([C:7]2[S:11][C:10]([N:12]3[CH2:17][CH2:16][CH:15]([O:18][C:19]4[CH:24]=[CH:23][N:22]=[CH:21][C:20]=4[N+:25]([O-])=O)[CH2:14][CH2:13]3)=[N:9][N:8]=2)[N:3]=1.[NH4+].[Cl-]. Product: [CH3:1][C:2]1[O:6][N:5]=[C:4]([C:7]2[S:11][C:10]([N:12]3[CH2:13][CH2:14][CH:15]([O:18][C:19]4[CH:24]=[CH:23][N:22]=[CH:21][C:20]=4[NH2:25])[CH2:16][CH2:17]3)=[N:9][N:8]=2)[N:3]=1. The catalyst class is: 314. (2) Reactant: [Br:1][C:2]1[CH:3]=[C:4]([C:10]2[CH:15]=[CH:14][CH:13]=[CH:12][CH:11]=2)[CH:5]=[CH:6][C:7]=1[C:8]#[CH:9].[C:16](=[O:18])=[O:17]. Product: [Br:1][C:2]1[CH:3]=[C:4]([C:10]2[CH:11]=[CH:12][CH:13]=[CH:14][CH:15]=2)[CH:5]=[CH:6][C:7]=1[C:8]#[C:9][C:16]([OH:18])=[O:17]. The catalyst class is: 98. (3) The catalyst class is: 11. Product: [CH3:1][O:2][C:3](=[O:24])[C:4](=[C:5]1[C:9](=[O:10])[N:8]([C:11]2[CH:12]=[CH:13][CH:14]=[CH:15][CH:16]=2)[N:7]=[C:6]1[CH2:17][CH3:18])[C:19]([F:21])([F:22])[F:20]. Reactant: [CH3:1][O:2][C:3](=[O:24])[C:4](O)([C:19]([F:22])([F:21])[F:20])[C:5]1[C:9](=[O:10])[N:8]([C:11]2[CH:16]=[CH:15][CH:14]=[CH:13][CH:12]=2)[NH:7][C:6]=1[CH2:17][CH3:18].S(Cl)(Cl)=O. (4) Reactant: [C:1]([O:5][C:6]([N:8]1[CH:12]([CH3:13])[CH2:11][CH2:10][C:9]1([CH2:17][OH:18])[C:14]([OH:16])=O)=[O:7])([CH3:4])([CH3:3])[CH3:2].C(N(CC)C(C)C)(C)C.[Si:28]([O:35][C@H:36]([CH3:44])[C@@H:37]([C:39]1[O:40][CH:41]=[N:42][N:43]=1)[NH2:38])([C:31]([CH3:34])([CH3:33])[CH3:32])([CH3:30])[CH3:29].CN(C(ON1N=NC2C=CC=NC1=2)=[N+](C)C)C.F[P-](F)(F)(F)(F)F. Product: [Si:28]([O:35][CH:36]([CH3:44])[CH:37]([NH:38][C:14]([C:9]1([CH2:17][OH:18])[CH2:10][CH2:11][CH:12]([CH3:13])[N:8]1[C:6]([O:5][C:1]([CH3:2])([CH3:3])[CH3:4])=[O:7])=[O:16])[C:39]1[O:40][CH:41]=[N:42][N:43]=1)([C:31]([CH3:34])([CH3:32])[CH3:33])([CH3:29])[CH3:30]. The catalyst class is: 2.